This data is from Catalyst prediction with 721,799 reactions and 888 catalyst types from USPTO. The task is: Predict which catalyst facilitates the given reaction. (1) Reactant: [C:1]([O:5][C:6](=[O:26])[N:7]([CH3:25])[C@H:8]([C:10](=[O:24])[NH:11][C@@H:12]1[C:18](=[O:19])[NH:17][C:16]2[CH:20]=[CH:21][CH:22]=[CH:23][C:15]=2[CH2:14][CH2:13]1)[CH3:9])([CH3:4])([CH3:3])[CH3:2].CS(O[CH2:32][C:33]1[C:42]2[C:37](=[CH:38][CH:39]=[CH:40][CH:41]=2)[N:36]=[CH:35][C:34]=1[CH:43]1[CH2:45][CH2:44]1)(=O)=O.C([O-])([O-])=O.[Cs+].[Cs+]. Product: [CH:43]1([C:34]2[CH:35]=[N:36][C:37]3[C:42]([C:33]=2[CH2:32][N:17]2[C:18](=[O:19])[C@@H:12]([NH:11][C:10](=[O:24])[C@@H:8]([N:7]([CH3:25])[C:6](=[O:26])[O:5][C:1]([CH3:4])([CH3:2])[CH3:3])[CH3:9])[CH2:13][CH2:14][C:15]4[CH:23]=[CH:22][CH:21]=[CH:20][C:16]2=4)=[CH:41][CH:40]=[CH:39][CH:38]=3)[CH2:45][CH2:44]1. The catalyst class is: 163. (2) Reactant: [Cl:1][C:2]1[N:6]([CH3:7])[N:5]=[C:4]([CH:8]([F:10])[F:9])[C:3]=1[CH2:11]O.P(Br)(Br)[Br:14]. Product: [Br:14][CH2:11][C:3]1[C:4]([CH:8]([F:10])[F:9])=[N:5][N:6]([CH3:7])[C:2]=1[Cl:1]. The catalyst class is: 27. (3) Reactant: NC1C=C(Br)SC=1C(N)=O.Cl.N12CCC(CC1)C[C@H]2C(O)=O.C(N(C(C)C)C(C)C)C.F[P-](F)(F)(F)(F)F.N1(OC(N(C)C)=[N+](C)C)C2N=CC=CC=2N=N1.[Br:56][C:57]1[S:61][C:60]([C:62](=[O:64])[NH2:63])=[C:59]([NH:65][C:66]([C@@H:68]2[CH2:73][CH:72]3[CH2:74][CH2:75][N:69]2[CH2:70][CH2:71]3)=O)[CH:58]=1. Product: [N:69]12[CH2:75][CH2:74][CH:72]([CH2:71][CH2:70]1)[CH2:73][C@H:68]2[C:66]1[NH:63][C:62](=[O:64])[C:60]2[S:61][C:57]([Br:56])=[CH:58][C:59]=2[N:65]=1. The catalyst class is: 35. (4) Reactant: [CH2:1]([C:8]1([CH3:25])[N:13]([CH3:14])[C:12](=[O:15])/[C:11](=[CH:16]/[C:17]2[C:21](Br)=[CH:20][S:19][CH:18]=2)/[N:10]([CH3:23])[C:9]1=[O:24])[C:2]1[CH:7]=[CH:6][CH:5]=[CH:4][CH:3]=1.[C:26]([Cu])#[N:27].O.CC(=O)OCC. Product: [CH2:1]([C:8]1([CH3:25])[C:9](=[O:24])[N:10]([CH3:23])/[C:11](=[CH:16]\[C:17]2[C:21]([C:26]#[N:27])=[CH:20][S:19][CH:18]=2)/[C:12](=[O:15])[N:13]1[CH3:14])[C:2]1[CH:7]=[CH:6][CH:5]=[CH:4][CH:3]=1. The catalyst class is: 60. (5) The catalyst class is: 804. Reactant: [NH2:1][C:2]1[C:7](Br)=[CH:6][C:5]([N+:9]([O-:11])=[O:10])=[CH:4][N:3]=1.C(N(CC)CC)C.[C:19]1([C:25]#[CH:26])[CH:24]=[CH:23][CH:22]=[CH:21][CH:20]=1. Product: [N+:9]([C:5]1[CH:6]=[C:7]([C:26]#[C:25][C:19]2[CH:24]=[CH:23][CH:22]=[CH:21][CH:20]=2)[C:2]([NH2:1])=[N:3][CH:4]=1)([O-:11])=[O:10]. (6) Reactant: [Cl:1][C:2]1[CH:3]=[C:4]([CH:12]([CH2:32][CH:33]2[CH2:38][CH2:37][O:36][CH2:35][CH2:34]2)[C:13](=O)[CH2:14][CH2:15][C:16]([C:18]2[S:19][C:20]([CH2:23][O:24][CH:25]3[CH2:30]CCC[O:26]3)=[CH:21][N:22]=2)=O)[CH:5]=[CH:6][C:7]=1[S:8]([CH3:11])(=[O:10])=[O:9].C([O-])(=O)C.[NH4+:43].C(=O)([O-])O.[Na+]. Product: [C:25]([O:24][CH2:23][C:20]1[S:19][C:18]([C:16]2[NH:43][C:13]([CH:12]([C:4]3[CH:5]=[CH:6][C:7]([S:8]([CH3:11])(=[O:10])=[O:9])=[C:2]([Cl:1])[CH:3]=3)[CH2:32][CH:33]3[CH2:38][CH2:37][O:36][CH2:35][CH2:34]3)=[CH:14][CH:15]=2)=[N:22][CH:21]=1)(=[O:26])[CH3:30]. The catalyst class is: 342.